This data is from Forward reaction prediction with 1.9M reactions from USPTO patents (1976-2016). The task is: Predict the product of the given reaction. (1) Given the reactants [NH2:1][CH2:2][C:3]1[CH:4]=[C:5]([C:10]2[CH:15]=[CH:14][C:13]([C:16]([F:19])([F:18])[F:17])=[CH:12][CH:11]=2)[CH:6]=[CH:7][C:8]=1[NH2:9].[S:20](N)(N)(=[O:22])=[O:21], predict the reaction product. The product is: [F:19][C:16]([F:17])([F:18])[C:13]1[CH:14]=[CH:15][C:10]([C:5]2[CH:6]=[CH:7][C:8]3[NH:9][S:20](=[O:22])(=[O:21])[NH:1][CH2:2][C:3]=3[CH:4]=2)=[CH:11][CH:12]=1. (2) Given the reactants I([O-])(=O)(=O)=[O:2].[Na+].[C:7]([NH:10][CH2:11][C@@H:12]1[O:16][C:15](=[O:17])[N:14]([C:18]2[CH:23]=[CH:22][C:21]([S:24][CH2:25][CH2:26][OH:27])=[C:20]([F:28])[CH:19]=2)[CH2:13]1)(=[O:9])[CH3:8], predict the reaction product. The product is: [C:7]([NH:10][CH2:11][C@@H:12]1[O:16][C:15](=[O:17])[N:14]([C:18]2[CH:23]=[CH:22][C:21]([S:24]([CH2:25][CH2:26][OH:27])=[O:2])=[C:20]([F:28])[CH:19]=2)[CH2:13]1)(=[O:9])[CH3:8].